Dataset: Peptide-MHC class I binding affinity with 185,985 pairs from IEDB/IMGT. Task: Regression. Given a peptide amino acid sequence and an MHC pseudo amino acid sequence, predict their binding affinity value. This is MHC class I binding data. The peptide sequence is WTLAKPDFV. The MHC is HLA-B51:01 with pseudo-sequence HLA-B51:01. The binding affinity (normalized) is 0.0847.